From a dataset of Full USPTO retrosynthesis dataset with 1.9M reactions from patents (1976-2016). Predict the reactants needed to synthesize the given product. (1) Given the product [C:20]([O:19][C@@H:18]([C:23]1[S:24][CH:25]=[C:26]([C:28]([NH:30][C@@H:31]([CH2:39][C:40]2[CH:41]=[CH:42][CH:43]=[CH:44][CH:45]=2)[CH2:32][C:33]([CH3:38])([CH3:37])[C:34]([OH:36])=[O:35])=[O:29])[N:27]=1)[CH2:17][C@@H:16]([N:15]([CH2:49][CH2:50][CH3:51])[C:14](=[O:52])[C@@H:5]([NH2:6])[C@@H:1]([CH3:2])[CH2:3][CH3:4])[CH:46]([CH3:47])[CH3:48])(=[O:22])[CH3:21].[C:53]([OH:59])([C:55]([F:58])([F:57])[F:56])=[O:54], predict the reactants needed to synthesize it. The reactants are: [C@@H:1]([C@@H:5]([C:14](=[O:52])[N:15]([CH2:49][CH2:50][CH3:51])[C@@H:16]([CH:46]([CH3:48])[CH3:47])[CH2:17][C@H:18]([C:23]1[S:24][CH:25]=[C:26]([C:28]([NH:30][C@@H:31]([CH2:39][C:40]2[CH:45]=[CH:44][CH:43]=[CH:42][CH:41]=2)[CH2:32][C:33]([CH3:38])([CH3:37])[C:34]([OH:36])=[O:35])=[O:29])[N:27]=1)[O:19][C:20](=[O:22])[CH3:21])[NH:6]C(=O)OC(C)(C)C)([CH2:3][CH3:4])[CH3:2].[C:53]([OH:59])([C:55]([F:58])([F:57])[F:56])=[O:54]. (2) Given the product [C:1]([O:5][C:6](=[O:27])[NH:7][C:8]1[C@:9]([CH3:26])([C:22]([F:25])([F:24])[F:23])[O:10][CH:11]([C:39]2[CH:38]=[CH:42][CH:43]=[C:44]([NH:50][C:35]([C:32]3[CH:31]=[CH:30][C:29]([Br:28])=[CH:34][N:33]=3)=[O:37])[CH:45]=2)[C@@H:12]([CH3:14])[N:13]=1)([CH3:4])([CH3:2])[CH3:3], predict the reactants needed to synthesize it. The reactants are: [C:1]([O:5][C:6](=[O:27])[NH:7][C:8]1[C@:9]([CH3:26])([C:22]([F:25])([F:24])[F:23])[O:10][CH2:11][C@:12](C2C=CC=C(N)C=2)([CH3:14])[N:13]=1)([CH3:4])([CH3:3])[CH3:2].[Br:28][C:29]1[CH:30]=[CH:31][C:32]([C:35]([OH:37])=O)=[N:33][CH:34]=1.[CH2:38](Cl)[CH2:39]Cl.[CH:42]1C=N[C:45]2N(O)N=[N:50][C:44]=2[CH:43]=1.CCN(C(C)C)C(C)C.